From a dataset of NCI-60 drug combinations with 297,098 pairs across 59 cell lines. Regression. Given two drug SMILES strings and cell line genomic features, predict the synergy score measuring deviation from expected non-interaction effect. Drug 1: C1CCN(CC1)CCOC2=CC=C(C=C2)C(=O)C3=C(SC4=C3C=CC(=C4)O)C5=CC=C(C=C5)O. Drug 2: CC1OCC2C(O1)C(C(C(O2)OC3C4COC(=O)C4C(C5=CC6=C(C=C35)OCO6)C7=CC(=C(C(=C7)OC)O)OC)O)O. Cell line: SF-268. Synergy scores: CSS=27.2, Synergy_ZIP=-2.79, Synergy_Bliss=-2.65, Synergy_Loewe=-15.7, Synergy_HSA=-4.20.